This data is from Full USPTO retrosynthesis dataset with 1.9M reactions from patents (1976-2016). The task is: Predict the reactants needed to synthesize the given product. (1) Given the product [ClH:46].[O:39]1[C:38]2[CH:43]=[CH:44][C:35]([CH2:34][NH:9][CH:10]3[CH2:15][CH2:14][N:13]([CH2:16][CH2:17][N:18]4[C:27]5[C:22](=[CH:23][CH:24]=[C:25]([C:28]([NH:30][CH3:31])=[O:29])[CH:26]=5)[C:21]([CH3:32])=[CH:20][C:19]4=[O:33])[CH2:12][CH2:11]3)=[CH:36][C:37]=2[O:42][CH2:41][CH2:40]1, predict the reactants needed to synthesize it. The reactants are: CO.C(OC(=O)[N:9]([CH2:34][C:35]1[CH:44]=[CH:43][C:38]2[O:39][CH2:40][CH2:41][O:42][C:37]=2[CH:36]=1)[CH:10]1[CH2:15][CH2:14][N:13]([CH2:16][CH2:17][N:18]2[C:27]3[C:22](=[CH:23][CH:24]=[C:25]([C:28]([NH:30][CH3:31])=[O:29])[CH:26]=3)[C:21]([CH3:32])=[CH:20][C:19]2=[O:33])[CH2:12][CH2:11]1)(C)(C)C.[ClH:46].C(OCC)(=O)C. (2) Given the product [O:1]1[C:5]2([CH2:10][CH2:9][C:8]([C:23]3[CH:31]=[CH:30][C:29]([N+:32]([O-:34])=[O:33])=[C:28]4[C:24]=3[CH2:25][N:26]([CH3:36])[C:27]4=[O:35])=[CH:7][CH2:6]2)[O:4][CH2:3][CH2:2]1, predict the reactants needed to synthesize it. The reactants are: [O:1]1[C:5]2([CH2:10][CH2:9][C:8](C3C4C(=CC=CC=4)C(=O)N3C)=[CH:7][CH2:6]2)[O:4][CH2:3][CH2:2]1.Br[C:23]1[CH:31]=[CH:30][C:29]([N+:32]([O-:34])=[O:33])=[C:28]2[C:24]=1[CH2:25][N:26]([CH3:36])[C:27]2=[O:35].O1C2(CCC(B3OC(C)(C)C(C)(C)O3)=CC2)OCC1. (3) Given the product [CH2:14]([NH:15][C:5]1[CH:4]=[C:3]([F:12])[C:2]([F:1])=[CH:7][C:6]=1[N+:8]([O-:10])=[O:9])[CH3:13], predict the reactants needed to synthesize it. The reactants are: [F:1][C:2]1[CH:7]=[C:6]([N+:8]([O-:10])=[O:9])[C:5](F)=[CH:4][C:3]=1[F:12].[CH3:13][CH2:14][N:15](C(C)C)C(C)C.[Si](OCCN)(C(C)(C)C)(C)C. (4) The reactants are: [CH:1]1([CH2:4][N:5]2[CH2:10][CH2:9][C:8]([CH2:18][NH:19][C:20](=[O:30])[CH2:21][C:22]3[CH:27]=[C:26]([F:28])[CH:25]=[C:24]([F:29])[CH:23]=3)([C:11]3[CH:16]=[CH:15][C:14](I)=[CH:13][CH:12]=3)[CH2:7][CH2:6]2)[CH2:3][CH2:2]1.[C:31]([C:33]1[CH:34]=[C:35](B(O)O)[CH:36]=[CH:37][CH:38]=1)#[N:32].C([O-])([O-])=O.[Na+].[Na+].CCO. Given the product [C:31]([C:33]1[CH:38]=[C:37]([C:14]2[CH:15]=[CH:16][C:11]([C:8]3([CH2:18][NH:19][C:20](=[O:30])[CH2:21][C:22]4[CH:27]=[C:26]([F:28])[CH:25]=[C:24]([F:29])[CH:23]=4)[CH2:9][CH2:10][N:5]([CH2:4][CH:1]4[CH2:3][CH2:2]4)[CH2:6][CH2:7]3)=[CH:12][CH:13]=2)[CH:36]=[CH:35][CH:34]=1)#[N:32], predict the reactants needed to synthesize it. (5) Given the product [CH3:17][O:5][C:4](=[O:6])[C@@H:3]([NH:7][C:8]([O:10][C:11]([CH3:14])([CH3:13])[CH3:12])=[O:9])[CH2:2][NH:1][C:38]([C:36]1[S:37][C:33]([Cl:32])=[CH:34][CH:35]=1)=[O:40], predict the reactants needed to synthesize it. The reactants are: [NH2:1][CH2:2][C@H:3]([NH:7][C:8]([O:10][C:11]([CH3:14])([CH3:13])[CH3:12])=[O:9])[C:4]([OH:6])=[O:5].ON1C(=O)CC[C:17]1=O.C(N=C=NC(C)C)(C)C.[Cl:32][C:33]1[S:37][C:36]([C:38]([OH:40])=O)=[CH:35][CH:34]=1.CCN(C(C)C)C(C)C.[Si](C=[N+]=[N-])(C)(C)C.Cl. (6) The reactants are: [Cl:1][C:2]1[N:3]=[C:4]([NH:22][CH:23]2[CH2:25][CH2:24]2)[C:5]2[C:10](I)=[CH:9][N:8]([S:12]([C:15]3[CH:21]=[CH:20][C:18]([CH3:19])=[CH:17][CH:16]=3)(=[O:14])=[O:13])[C:6]=2[N:7]=1.C([Sn](CCCC)(CCCC)[C:31]1[CH:36]=[CH:35][N:34]=[CH:33][CH:32]=1)CCC.O.CCOC(C)=O. Given the product [Cl:1][C:2]1[N:3]=[C:4]([NH:22][CH:23]2[CH2:25][CH2:24]2)[C:5]2[C:10]([C:31]3[CH:36]=[CH:35][N:34]=[CH:33][CH:32]=3)=[CH:9][N:8]([S:12]([C:15]3[CH:21]=[CH:20][C:18]([CH3:19])=[CH:17][CH:16]=3)(=[O:14])=[O:13])[C:6]=2[N:7]=1, predict the reactants needed to synthesize it. (7) Given the product [CH3:1][N:2]([CH3:20])[C:3]1[CH:4]=[CH:5][C:6]([C:7]([N:9]2[CH:14]3[CH2:15][CH2:16][CH:10]2[CH2:11][CH:12]([OH:17])[CH2:13]3)=[O:8])=[CH:18][CH:19]=1, predict the reactants needed to synthesize it. The reactants are: [CH3:1][N:2]([CH3:20])[C:3]1[CH:19]=[CH:18][C:6]([C:7]([N:9]2[CH:14]3[CH2:15][CH2:16][CH:10]2[CH2:11][C:12](=[O:17])[CH2:13]3)=[O:8])=[CH:5][CH:4]=1.[BH4-].[Na+]. (8) The reactants are: [Li+].CC([N-]C(C)C)C.[Cl:9][C:10]1[CH:15]=[CH:14][N:13]=[CH:12][CH:11]=1.[C:16](=[O:18])=[O:17]. Given the product [Cl:9][C:10]1[C:15]([C:16]([OH:18])=[O:17])=[CH:14][N:13]=[CH:12][CH:11]=1, predict the reactants needed to synthesize it. (9) Given the product [NH2:33][C:2]1[N:11]=[CH:10][CH:9]=[C:8]2[C:3]=1[CH:4]=[C:5]([C:27]1[CH:32]=[CH:31][CH:30]=[CH:29][CH:28]=1)[C:6]([C:12]1[CH:26]=[CH:25][C:15]([CH2:16][NH:17][C:18](=[O:24])[O:19][C:20]([CH3:23])([CH3:22])[CH3:21])=[CH:14][CH:13]=1)=[N:7]2, predict the reactants needed to synthesize it. The reactants are: Cl[C:2]1[N:11]=[CH:10][CH:9]=[C:8]2[C:3]=1[CH:4]=[C:5]([C:27]1[CH:32]=[CH:31][CH:30]=[CH:29][CH:28]=1)[C:6]([C:12]1[CH:26]=[CH:25][C:15]([CH2:16][NH:17][C:18](=[O:24])[O:19][C:20]([CH3:23])([CH3:22])[CH3:21])=[CH:14][CH:13]=1)=[N:7]2.[NH3:33].CS(C)=O.